From a dataset of Peptide-MHC class I binding affinity with 185,985 pairs from IEDB/IMGT. Regression. Given a peptide amino acid sequence and an MHC pseudo amino acid sequence, predict their binding affinity value. This is MHC class I binding data. (1) The peptide sequence is SLVAIHLAC. The MHC is HLA-A02:03 with pseudo-sequence HLA-A02:03. The binding affinity (normalized) is 0.0847. (2) The peptide sequence is YIPPYCTIAPV. The MHC is Mamu-A02 with pseudo-sequence Mamu-A02. The binding affinity (normalized) is 0. (3) The peptide sequence is FLQRTDLSY. The MHC is HLA-B14:02 with pseudo-sequence HLA-B14:02. The binding affinity (normalized) is 0.558. (4) The peptide sequence is IRFPKTFGY. The MHC is Mamu-A01 with pseudo-sequence Mamu-A01. The binding affinity (normalized) is 0.